This data is from Forward reaction prediction with 1.9M reactions from USPTO patents (1976-2016). The task is: Predict the product of the given reaction. (1) The product is: [CH3:2][C@@H:3]1[CH2:8][CH2:7][N+:6]2=[N:12][O:10][C:9]([O-:11])=[C:5]2[CH2:4]1. Given the reactants Cl.[CH3:2][C@@H:3]1[CH2:8][CH2:7][NH:6][C@@H:5]([C:9]([OH:11])=[O:10])[CH2:4]1.[N:12]([O-])=O.[Na+].FC(F)(F)C(OC(=O)C(F)(F)F)=O, predict the reaction product. (2) Given the reactants [NH:1]1[CH2:6][CH2:5][CH:4]([C:7]([OH:9])=[O:8])[CH2:3][CH2:2]1.[OH-].[Na+].[CH2:12]([O:15][C:16](Cl)=[O:17])[CH:13]=[CH2:14], predict the reaction product. The product is: [CH2:12]([O:15][C:16]([N:1]1[CH2:6][CH2:5][CH:4]([C:7]([OH:9])=[O:8])[CH2:3][CH2:2]1)=[O:17])[CH:13]=[CH2:14]. (3) Given the reactants [CH2:1]([C@@H:3]1[CH2:7][O:6][C:5]([C:8]2[NH:9][C:10]([C:13]3[CH:18]=[C:17]([O:19][Si](C(C)C)(C(C)C)C(C)C)[CH:16]=[C:15]([O:30][C@@H:31]([CH3:35])[CH2:32][O:33][CH3:34])[CH:14]=3)=[CH:11][CH:12]=2)=[N:4]1)[CH3:2].[F-].C([N+](CCCC)(CCCC)CCCC)CCC.[Cl-].[NH4+], predict the reaction product. The product is: [CH2:1]([C@@H:3]1[CH2:7][O:6][C:5]([C:8]2[NH:9][C:10]([C:13]3[CH:18]=[C:17]([OH:19])[CH:16]=[C:15]([O:30][C@@H:31]([CH3:35])[CH2:32][O:33][CH3:34])[CH:14]=3)=[CH:11][CH:12]=2)=[N:4]1)[CH3:2]. (4) The product is: [F:1][C:2]1[CH:7]=[CH:6][CH:5]=[C:4]([F:8])[C:3]=1[CH2:9][C:10]([O:12][CH:14]([C:15](=[O:16])[C:17]1[CH:22]=[CH:21][CH:20]=[CH:19][CH:18]=1)[CH3:23])=[O:11]. Given the reactants [F:1][C:2]1[CH:7]=[CH:6][CH:5]=[C:4]([F:8])[C:3]=1[CH2:9][C:10]([OH:12])=[O:11].Br[CH:14]([CH3:23])[C:15]([C:17]1[CH:22]=[CH:21][CH:20]=[CH:19][CH:18]=1)=[O:16].C(N(CC)CC)C, predict the reaction product. (5) The product is: [NH2:21][C:10]1[N:9]([C:5]2[C:4]([F:22])=[CH:3][C:2]([Br:1])=[CH:7][C:6]=2[F:8])[C:23](=[O:26])[CH:24]=[CH:25][C:11]=1[C:12](=[O:13])[C:14]1[CH:19]=[CH:18][C:17]([F:20])=[CH:16][CH:15]=1. Given the reactants [Br:1][C:2]1[CH:7]=[C:6]([F:8])[C:5]([NH:9][C:10](=[NH:21])[CH2:11][C:12]([C:14]2[CH:19]=[CH:18][C:17]([F:20])=[CH:16][CH:15]=2)=[O:13])=[C:4]([F:22])[CH:3]=1.[C:23](OC)(=[O:26])[C:24]#[CH:25], predict the reaction product. (6) Given the reactants [CH3:1][O:2][C:3]1[C:7]([C:8]([O:10]CC)=[O:9])=[CH:6][N:5]([C:13]2[CH:14]=[N:15][C:16]([C:19]([F:22])([F:21])[F:20])=[N:17][CH:18]=2)[N:4]=1.[Li+].[OH-].Cl, predict the reaction product. The product is: [CH3:1][O:2][C:3]1[C:7]([C:8]([OH:10])=[O:9])=[CH:6][N:5]([C:13]2[CH:18]=[N:17][C:16]([C:19]([F:22])([F:20])[F:21])=[N:15][CH:14]=2)[N:4]=1. (7) Given the reactants Cl.O1CCOCC1.[NH2:8][C:9]1[CH:14]=[CH:13][C:12]([Br:15])=[CH:11][C:10]=1[NH:16][C:17]([C:19]1([NH:34]C(=O)OC(C)(C)C)[CH2:24][CH2:23][N:22]([C:25]2[C:26]3[CH:33]=[CH:32][NH:31][C:27]=3[N:28]=[CH:29][N:30]=2)[CH2:21][CH2:20]1)=O.NC1C=C(Br)C=CC=1NC(C1(NC(=O)OC(C)(C)C)CCN(C2C3C=CNC=3N=CN=2)CC1)=O, predict the reaction product. The product is: [Br:15][C:12]1[CH:13]=[CH:14][C:9]2[NH:8][C:17]([C:19]3([NH2:34])[CH2:24][CH2:23][N:22]([C:25]4[C:26]5[CH:33]=[CH:32][NH:31][C:27]=5[N:28]=[CH:29][N:30]=4)[CH2:21][CH2:20]3)=[N:16][C:10]=2[CH:11]=1. (8) Given the reactants [C:1]([C:4]1[S:8][C:7]2[CH:9]=[CH:10][CH:11]=[C:12]([C:13]3[CH:18]=[C:17]([C:19]([CH3:22])([CH3:21])[CH3:20])[CH:16]=[C:15]([C:23]([CH3:26])([CH3:25])[CH3:24])[C:14]=3[OH:27])[C:6]=2[CH:5]=1)(=[O:3])[CH3:2].Br[CH2:29][CH:30]([F:32])[F:31].[F-].[Cs+], predict the reaction product. The product is: [C:1]([C:4]1[S:8][C:7]2[CH:9]=[CH:10][CH:11]=[C:12]([C:13]3[CH:18]=[C:17]([C:19]([CH3:20])([CH3:22])[CH3:21])[CH:16]=[C:15]([C:23]([CH3:26])([CH3:25])[CH3:24])[C:14]=3[O:27][CH2:29][CH:30]([F:32])[F:31])[C:6]=2[CH:5]=1)(=[O:3])[CH3:2].